Dataset: Reaction yield outcomes from USPTO patents with 853,638 reactions. Task: Predict the reaction yield, written as a fraction of the theoretical maximum amount of product (1.0 means a 100% yield; for example, 0.34 means a 34% yield). (1) The reactants are I[CH2:2][C@@H:3]([CH3:18])[CH2:4][N:5]1[C:10]2[CH:11]=[C:12]([O:15][CH3:16])[CH:13]=[CH:14][C:9]=2[O:8][CH2:7][C:6]1=[O:17].[CH2:19]([O:22][CH:23]1[CH2:28][CH2:27][NH:26][CH2:25][CH2:24]1)[CH2:20][CH3:21]. The catalyst is CCCCCCC.CCOC(C)=O. The product is [CH3:16][O:15][C:12]1[CH:13]=[CH:14][C:9]2[O:8][CH2:7][C:6](=[O:17])[N:5]([CH2:4][C@H:3]([CH3:18])[CH2:2][N:26]3[CH2:27][CH2:28][CH:23]([O:22][CH2:19][CH2:20][CH3:21])[CH2:24][CH2:25]3)[C:10]=2[CH:11]=1. The yield is 0.530. (2) The catalyst is C(Cl)Cl. The product is [Si:17]([O:1][CH:2]1[O:7][CH2:6][C:5](=[O:8])[CH:4]=[CH:3]1)([C:20]([CH3:23])([CH3:22])[CH3:21])([CH3:19])[CH3:18]. The yield is 0.550. The reactants are [OH:1][CH:2]1[O:7][CH2:6][C:5](=[O:8])[CH:4]=[CH:3]1.N1C(C)=CC=CC=1C.[Si:17](OS(C(F)(F)F)(=O)=O)([C:20]([CH3:23])([CH3:22])[CH3:21])([CH3:19])[CH3:18]. (3) The reactants are [NH:1]1[C:9]2[C:4](=[CH:5][CH:6]=[CH:7][CH:8]=2)[CH2:3][C:2]1=[O:10].[CH2:11]([N:13]([CH2:28][CH3:29])[CH2:14][CH2:15][NH:16][C:17]([C:19]1[C:23]([CH3:24])=[C:22]([CH:25]=O)[NH:21][C:20]=1[CH3:27])=[O:18])[CH3:12].N1CCCCC1. The catalyst is C(O)C. The product is [CH2:28]([N:13]([CH2:11][CH3:12])[CH2:14][CH2:15][NH:16][C:17]([C:19]1[C:23]([CH3:24])=[C:22]([CH:25]=[C:3]2[C:4]3[C:9](=[CH:8][CH:7]=[CH:6][CH:5]=3)[NH:1][C:2]2=[O:10])[NH:21][C:20]=1[CH3:27])=[O:18])[CH3:29]. The yield is 0.550. (4) The reactants are [CH3:1][C:2]1[O:6][C:5]([C:7]2[CH:12]=[CH:11][N:10]=[C:9]([NH:13][C:14]3[CH:19]=[CH:18][C:17](SC)=[CH:16][CH:15]=3)[CH:8]=2)=[N:4][N:3]=1.Cl[C:23]1C=CC=C(C(OO)=O)C=1.[S:33]([O-:37])([O-])(=[O:35])=S.[Na+].[Na+]. The catalyst is CN(C)C(=O)C. The product is [CH3:1][C:2]1[O:6][C:5]([C:7]2[CH:12]=[CH:11][N:10]=[C:9]([NH:13][C:14]3[CH:15]=[CH:16][C:17]([S:33]([CH3:23])(=[O:37])=[O:35])=[CH:18][CH:19]=3)[CH:8]=2)=[N:4][N:3]=1. The yield is 0.430. (5) The reactants are [CH3:1][Li].[CH2:3]([N:10]([CH3:19])[CH2:11][CH2:12][C:13](N(OC)C)=[O:14])[C:4]1[CH:9]=[CH:8][CH:7]=[CH:6][CH:5]=1.[NH4+].[Cl-]. The catalyst is C1COCC1. The product is [CH2:3]([N:10]([CH3:19])[CH2:11][CH2:12][C:13](=[O:14])[CH3:1])[C:4]1[CH:9]=[CH:8][CH:7]=[CH:6][CH:5]=1. The yield is 0.950.